From a dataset of Experimentally validated miRNA-target interactions with 360,000+ pairs, plus equal number of negative samples. Binary Classification. Given a miRNA mature sequence and a target amino acid sequence, predict their likelihood of interaction. The miRNA is hsa-miR-3178 with sequence GGGGCGCGGCCGGAUCG. The protein sequence of the target gene is MLLQESAGVWLALALVTALTPSPSMAVPWQDCTGAECPLLENCIEEALEPGACCATCVQQGCACEGYQYYDCVQGGFVDGRVPAGQSYFVDFGSTECSCPPGGGKISCQFMLCPELPPNCIEAVVVADSCPQCGQVGCVHSGRKYAAGHTVHLSSCRACHCPDAGGELICYQLPGCHGNFSDAEEGDSERQYEDPYSYDQEVAEAEATTAIVNEVQAGAEGPPAALGGGNLPPSSIRVTPWPVALPRPTAAAALGPPAPVQAKARRVTLDTEEDEEEEEEETLVTEPPTAGSPGRLDSLP.... Result: 0 (no interaction).